This data is from Forward reaction prediction with 1.9M reactions from USPTO patents (1976-2016). The task is: Predict the product of the given reaction. Given the reactants [BH4-].[Na+].C([O:5][C:6](=O)[CH2:7][N:8]1[CH:12]=[C:11]([C:13]([C:16]2[CH:21]=[CH:20][CH:19]=[C:18]([Br:22])[N:17]=2)([OH:15])[CH3:14])[N:10]=[N:9]1)C, predict the reaction product. The product is: [Br:22][C:18]1[N:17]=[C:16]([C:13]([C:11]2[N:10]=[N:9][N:8]([CH2:7][CH2:6][OH:5])[CH:12]=2)([OH:15])[CH3:14])[CH:21]=[CH:20][CH:19]=1.